From a dataset of Reaction yield outcomes from USPTO patents with 853,638 reactions. Predict the reaction yield, written as a fraction of the theoretical maximum amount of product (1.0 means a 100% yield; for example, 0.34 means a 34% yield). The product is [CH:19]([N:18]1[C:14]([C:12]2[N:13]=[C:6]3[C:5]4[CH:22]=[CH:23][C:2]([C:32]5[CH:33]=[N:34][C:35]([NH2:38])=[N:36][CH:37]=5)=[CH:3][C:4]=4[O:10][CH2:9][CH2:8][N:7]3[CH:11]=2)=[N:15][CH:16]=[N:17]1)([CH3:21])[CH3:20]. The reactants are Br[C:2]1[CH:23]=[CH:22][C:5]2[C:6]3[N:7]([CH:11]=[C:12]([C:14]4[N:18]([CH:19]([CH3:21])[CH3:20])[N:17]=[CH:16][N:15]=4)[N:13]=3)[CH2:8][CH2:9][O:10][C:4]=2[CH:3]=1.CC1(C)C(C)(C)OB([C:32]2[CH:33]=[N:34][C:35]([NH2:38])=[N:36][CH:37]=2)O1. No catalyst specified. The yield is 0.730.